Dataset: Forward reaction prediction with 1.9M reactions from USPTO patents (1976-2016). Task: Predict the product of the given reaction. (1) Given the reactants C1N(CCO)CCN(CC[S:12]([OH:15])(=[O:14])=[O:13])C1.[Na+:16].[Cl-].[Mg+2].[Cl-].[Cl-].C(S)[C@@H](O)[C@H](O)CS.C[C@H]1[C:35](=[O:36])[C:34](OC)=[C:33](OC)[C@H:32](O)[C@@H:31]1[CH2:42]/[CH:43]=[C:44](/[CH2:46][CH2:47]/[CH:48]=[C:49](/CCC=C(C)C)\C)\C, predict the reaction product. The product is: [CH3:49][CH2:48][CH2:47][CH2:46][CH2:44][CH2:43][CH2:42][CH2:31][CH2:32][CH2:33][CH2:34][CH2:35][O:36][S:12]([O-:15])(=[O:13])=[O:14].[Na+:16]. (2) The product is: [OH:1][CH2:2][CH2:3][N:4]1[CH2:9][C:8]([CH3:10])([CH3:11])[N:7]([CH2:15][CH2:16][OH:17])[C:6]([CH3:13])([CH3:12])[C:5]1=[O:14]. Given the reactants [OH:1][CH2:2][CH2:3][N:4]1[CH2:9][C:8]([CH3:11])([CH3:10])[NH:7][C:6]([CH3:13])([CH3:12])[C:5]1=[O:14].[CH2:15]1[O:17][CH2:16]1, predict the reaction product. (3) Given the reactants [CH2:1]([C:5]1[CH:14]=[C:13]2[C:8]([CH2:9][CH2:10][C:11]3[N:12]2[C:15]([C:23]2[CH:27]=[CH:26][S:25][CH:24]=2)=[N:16][C:17]=3[C:18]([O:20]CC)=[O:19])=[CH:7][C:6]=1[O:28]C)[CH:2]([CH3:4])[CH3:3].B(Br)(Br)Br.CCO.O, predict the reaction product. The product is: [OH:28][C:6]1[CH:7]=[C:8]2[C:13](=[CH:14][C:5]=1[CH2:1][CH:2]([CH3:4])[CH3:3])[N:12]1[C:15]([C:23]3[CH:27]=[CH:26][S:25][CH:24]=3)=[N:16][C:17]([C:18]([OH:20])=[O:19])=[C:11]1[CH2:10][CH2:9]2. (4) Given the reactants ClC(Cl)(O[C:5](=[O:11])OC(Cl)(Cl)Cl)Cl.[NH2:13][C:14]1[CH:19]=[CH:18][C:17]([C:20]#[C:21][C:22]#[N:23])=[CH:16][CH:15]=1.C(N(CC)CC)C.[CH2:31]([NH2:34])[C:32]#[CH:33], predict the reaction product. The product is: [C:22]([C:21]#[C:20][C:17]1[CH:16]=[CH:15][C:14]([NH:13][C:5]([NH:34][CH2:31][C:32]#[CH:33])=[O:11])=[CH:19][CH:18]=1)#[N:23]. (5) Given the reactants [OH:1][CH2:2][CH2:3][O:4][C:5]1[CH:10]=[CH:9][C:8]([CH:11]2[CH2:16][CH2:15][N:14]([C:17]([O:19][C:20]([CH3:23])([CH3:22])[CH3:21])=[O:18])[CH2:13][CH:12]2[O:24][CH2:25][C:26]2[CH:35]=[CH:34][C:33]3[C:28](=[CH:29][CH:30]=[CH:31][CH:32]=3)[CH:27]=2)=[CH:7][CH:6]=1.Cl[CH2:37][C:38]1[CH:39]=[N:40][CH:41]=[CH:42][CH:43]=1, predict the reaction product. The product is: [CH:27]1[C:28]2[C:33](=[CH:32][CH:31]=[CH:30][CH:29]=2)[CH:34]=[CH:35][C:26]=1[CH2:25][O:24][CH:12]1[CH:11]([C:8]2[CH:9]=[CH:10][C:5]([O:4][CH2:3][CH2:2][O:1][CH2:37][C:38]3[CH:39]=[N:40][CH:41]=[CH:42][CH:43]=3)=[CH:6][CH:7]=2)[CH2:16][CH2:15][N:14]([C:17]([O:19][C:20]([CH3:23])([CH3:21])[CH3:22])=[O:18])[CH2:13]1. (6) Given the reactants [Si:1]([O:8][CH2:9][C@H:10]1[O:18][C@H:17]2[C@H:13]([N:14]=[C:15]([N:19]([CH2:27][CH2:28][F:29])[C:20](=[O:26])[O:21][C:22]([CH3:25])([CH3:24])[CH3:23])[S:16]2)[C@@H:12]([OH:30])[C@@H:11]1[OH:31])([C:4]([CH3:7])([CH3:6])[CH3:5])([CH3:3])[CH3:2].[H-].[Na+].Br[CH2:35][C:36]1[CH:41]=[CH:40][CH:39]=[CH:38][CH:37]=1, predict the reaction product. The product is: [CH2:35]([O:31][C@@H:11]1[C@@H:10]([CH2:9][O:8][Si:1]([C:4]([CH3:5])([CH3:6])[CH3:7])([CH3:3])[CH3:2])[O:18][C@H:17]2[C@H:13]([N:14]=[C:15]([N:19]([CH2:27][CH2:28][F:29])[C:20](=[O:26])[O:21][C:22]([CH3:23])([CH3:24])[CH3:25])[S:16]2)[C@H:12]1[O:30][CH2:35][C:36]1[CH:41]=[CH:40][CH:39]=[CH:38][CH:37]=1)[C:36]1[CH:41]=[CH:40][CH:39]=[CH:38][CH:37]=1. (7) Given the reactants Br[CH2:2][CH2:3][CH2:4][CH2:5][O:6][C:7]([CH:9]1[CH2:14][CH2:13][CH:12]([CH2:15][CH2:16][CH3:17])[CH2:11][CH2:10]1)=[O:8].[C:18]([OH:23])(=[O:22])[C:19]([CH3:21])=[CH2:20].C(=O)([O-])[O-].[K+].[K+], predict the reaction product. The product is: [CH3:21][C:19](=[CH2:20])[C:18]([O:23][CH2:2][CH2:3][CH2:4][CH2:5][O:6][C:7]([CH:9]1[CH2:14][CH2:13][CH:12]([CH2:15][CH2:16][CH3:17])[CH2:11][CH2:10]1)=[O:8])=[O:22]. (8) Given the reactants [O:1]=[C:2]1[NH:11][C:10]2[N:9]=[C:8]([O:12][CH2:13][CH2:14][CH2:15][CH:16]=O)[CH:7]=[CH:6][C:5]=2[CH2:4][CH2:3]1.[CH2:18]1[C:26]2[C:21](=[C:22]([N:27]3[CH2:32][CH2:31][NH:30][CH2:29][CH2:28]3)[CH:23]=[CH:24][CH:25]=2)[CH2:20][O:19]1.[BH-](OC(C)=O)(OC(C)=O)OC(C)=O.[Na+], predict the reaction product. The product is: [CH2:18]1[C:26]2[C:21](=[C:22]([N:27]3[CH2:32][CH2:31][N:30]([CH2:16][CH2:15][CH2:14][CH2:13][O:12][C:8]4[N:9]=[C:10]5[C:5]([CH2:4][CH2:3][C:2](=[O:1])[NH:11]5)=[CH:6][CH:7]=4)[CH2:29][CH2:28]3)[CH:23]=[CH:24][CH:25]=2)[CH2:20][O:19]1. (9) Given the reactants [NH2:1][C:2]1[C:12]2[CH2:11][CH2:10][N:9](C(=O)C(F)(F)F)[CH2:8][CH2:7][C:6]=2[CH:5]=[CH:4][C:3]=1[Cl:19].N.C([O-])(O)=O.[Na+].[C:37]([O:36][C:34](O[C:34]([O:36][C:37]([CH3:40])([CH3:39])[CH3:38])=[O:35])=[O:35])([CH3:40])([CH3:39])[CH3:38].[S:41]1[C:45]([CH:46]=O)=[CH:44][N:43]=[CH:42]1.C(O)(=O)C.C(O[BH-](OC(=O)C)OC(=O)C)(=O)C.[Na+], predict the reaction product. The product is: [C:37]([O:36][C:34]([N:9]1[CH2:10][CH2:11][C:12]2[C:2]([N:1]=[CH:46][C:45]3[S:41][CH:42]=[N:43][CH:44]=3)=[C:3]([Cl:19])[CH:4]=[CH:5][C:6]=2[CH2:7][CH2:8]1)=[O:35])([CH3:38])([CH3:39])[CH3:40].